Task: Predict the product of the given reaction.. Dataset: Forward reaction prediction with 1.9M reactions from USPTO patents (1976-2016) Given the reactants [Li+].[OH-:2].[O:3]1[CH2:7][CH2:6][CH2:5][CH2:4]1.[OH2:8], predict the reaction product. The product is: [O:3]=[CH:7][CH2:6][CH2:5][CH2:4][CH2:4][CH2:5][CH2:6][C:7]([OH:8])=[O:2].